This data is from Peptide-MHC class II binding affinity with 134,281 pairs from IEDB. The task is: Regression. Given a peptide amino acid sequence and an MHC pseudo amino acid sequence, predict their binding affinity value. This is MHC class II binding data. The peptide sequence is KLLPVPPTVTIFKIS. The MHC is DRB1_0401 with pseudo-sequence DRB1_0401. The binding affinity (normalized) is 0.223.